From a dataset of Full USPTO retrosynthesis dataset with 1.9M reactions from patents (1976-2016). Predict the reactants needed to synthesize the given product. (1) Given the product [OH:8][C:9]1[CH:10]=[C:11]([N:15]2[CH2:19][CH2:18][C@H:17]3[CH2:20][N:21]([C:23]([O:25][C:26]([CH3:29])([CH3:28])[CH3:27])=[O:24])[CH2:22][C@@H:16]23)[CH:12]=[N:13][CH:14]=1, predict the reactants needed to synthesize it. The reactants are: C([O:8][C:9]1[CH:10]=[C:11]([N:15]2[CH2:19][CH2:18][C@H:17]3[CH2:20][N:21]([C:23]([O:25][C:26]([CH3:29])([CH3:28])[CH3:27])=[O:24])[CH2:22][C@@H:16]23)[CH:12]=[N:13][CH:14]=1)C1C=CC=CC=1.C([O-])=O.[NH4+]. (2) Given the product [Br:48][C:16]1[C:17](=[O:21])[NH:18][C:19]2[C:14]([CH:15]=1)=[CH:13][C:12]1[C:8]([C:6]3[CH:5]=[CH:4][N:3]=[C:2]([CH3:1])[CH:7]=3)=[N:9][N:10]([C:22]([C:29]3[CH:30]=[CH:31][CH:32]=[CH:33][CH:34]=3)([C:35]3[CH:40]=[CH:39][CH:38]=[CH:37][CH:36]=3)[C:23]3[CH:28]=[CH:27][CH:26]=[CH:25][CH:24]=3)[C:11]=1[CH:20]=2, predict the reactants needed to synthesize it. The reactants are: [CH3:1][C:2]1[CH:7]=[C:6]([C:8]2[C:12]3[CH:13]=[C:14]4[C:19](=[CH:20][C:11]=3[N:10]([C:22]([C:35]3[CH:40]=[CH:39][CH:38]=[CH:37][CH:36]=3)([C:29]3[CH:34]=[CH:33][CH:32]=[CH:31][CH:30]=3)[C:23]3[CH:28]=[CH:27][CH:26]=[CH:25][CH:24]=3)[N:9]=2)[NH:18][C:17](=[O:21])[CH:16]=[CH:15]4)[CH:5]=[CH:4][N:3]=1.C1C(=O)N([Br:48])C(=O)C1. (3) Given the product [C:16]([O:11][C:2]1([CH2:12][CH3:13])[CH:3]2[CH2:9][CH:7]3[CH2:6][CH:5]([CH2:10][CH:1]1[CH2:8]3)[CH2:4]2)(=[O:20])[C:17]([CH3:19])=[CH2:18], predict the reactants needed to synthesize it. The reactants are: [CH:1]12[CH2:10][CH:5]3[CH2:6][CH:7]([CH2:9][CH:3]([CH2:4]3)[C:2]1=[O:11])[CH2:8]2.[CH2:12](Br)[CH3:13].[Li].[C:16](Cl)(=[O:20])[C:17]([CH3:19])=[CH2:18].[OH-].[Na+]. (4) Given the product [C:1]1([S@@:7]([CH2:14][C:15]([O:17][CH2:18][CH3:19])=[O:16])(=[NH:9])=[O:8])[CH:2]=[CH:3][CH:4]=[CH:5][CH:6]=1, predict the reactants needed to synthesize it. The reactants are: [C:1]1([S@@:7]([CH2:14][C:15]([O:17][CH2:18][CH3:19])=[O:16])(=[N:9][Si](C)(C)C)=[O:8])[CH:6]=[CH:5][CH:4]=[CH:3][CH:2]=1.[F-].[Cs+]. (5) Given the product [ClH:1].[ClH:35].[Cl:1][C:2]1[C:7]([F:8])=[CH:6][C:5]([C:9]2[N:10]=[C:11]([N:18]3[CH2:19][CH2:20][N:21]([CH2:25][C@H:26]([OH:27])[CH2:28][OH:29])[CH2:22][CH2:23]3)[C:12]3[S:17][CH:16]=[CH:15][C:13]=3[N:14]=2)=[C:4]([F:24])[CH:3]=1, predict the reactants needed to synthesize it. The reactants are: [Cl:1][C:2]1[C:7]([F:8])=[CH:6][C:5]([C:9]2[N:10]=[C:11]([N:18]3[CH2:23][CH2:22][NH:21][CH2:20][CH2:19]3)[C:12]3[S:17][CH:16]=[CH:15][C:13]=3[N:14]=2)=[C:4]([F:24])[CH:3]=1.[CH2:25]1[O:27][C@@H:26]1[CH2:28][OH:29].C1COCC1.[ClH:35].O1CCOCC1.